This data is from Full USPTO retrosynthesis dataset with 1.9M reactions from patents (1976-2016). The task is: Predict the reactants needed to synthesize the given product. Given the product [CH2:29]([CH:28]([N:23]1[C:21]2[N:22]=[C:17]([NH:16][C:13]3[CH:12]=[CH:11][C:10]([N:7]4[CH2:8][CH2:9][N:4]([C:1](=[O:3])[CH3:2])[CH2:5][CH2:6]4)=[CH:15][CH:14]=3)[N:18]=[CH:19][C:20]=2[CH:25]=[C:24]1[CH2:26][OH:27])[CH2:31][CH3:32])[CH3:30], predict the reactants needed to synthesize it. The reactants are: [C:1]([N:4]1[CH2:9][CH2:8][N:7]([C:10]2[CH:15]=[CH:14][C:13]([NH:16][C:17]3[N:18]=[CH:19][C:20]4[CH:25]=[C:24]([CH:26]=[O:27])[N:23]([CH:28]([CH2:31][CH3:32])[CH2:29][CH3:30])[C:21]=4[N:22]=3)=[CH:12][CH:11]=2)[CH2:6][CH2:5]1)(=[O:3])[CH3:2].[BH4-].[Na+].